From a dataset of Forward reaction prediction with 1.9M reactions from USPTO patents (1976-2016). Predict the product of the given reaction. (1) Given the reactants [F:1][C:2]1[CH:12]=[C:11](F)[C:10]([N+:14]([O-:16])=[O:15])=[CH:9][C:3]=1[C:4]([O:6][CH2:7][CH3:8])=[O:5].[NH3:17], predict the reaction product. The product is: [NH2:17][C:11]1[C:10]([N+:14]([O-:16])=[O:15])=[CH:9][C:3]([C:4]([O:6][CH2:7][CH3:8])=[O:5])=[C:2]([F:1])[CH:12]=1. (2) Given the reactants BrC1C=CC([N:8]2[CH2:13][CH2:12][N:11]([S:14]([CH2:17][C:18]3([C:24]([OH:26])=[O:25])[CH2:23][CH2:22][O:21][CH2:20][CH2:19]3)(=[O:16])=[O:15])[CH2:10][CH2:9]2)=CC=1.Cl.Cl.[F:29][C:30]1[CH:35]=[CH:34][C:33]([C:36]2[CH:37]=[N:38][C:39](N3CCNCC3)=[N:40][CH:41]=2)=[CH:32][CH:31]=1.COC(C1(S(Cl)(=O)=O)CCOC(C)C1)=O, predict the reaction product. The product is: [F:29][C:30]1[CH:31]=[CH:32][C:33]([C:36]2[CH:41]=[N:40][C:39]([N:8]3[CH2:13][CH2:12][N:11]([S:14]([CH2:17][C:18]4([C:24]([OH:26])=[O:25])[CH2:19][CH2:20][O:21][CH2:22][CH2:23]4)(=[O:15])=[O:16])[CH2:10][CH2:9]3)=[N:38][CH:37]=2)=[CH:34][CH:35]=1. (3) Given the reactants [CH3:1][CH:2]1[CH2:7][S:6][CH2:5][CH2:4][NH:3]1.[CH3:8][C:9]([O:12][C:13](O[C:13]([O:12][C:9]([CH3:11])([CH3:10])[CH3:8])=[O:14])=[O:14])([CH3:11])[CH3:10], predict the reaction product. The product is: [CH3:1][CH:2]1[CH2:7][S:6][CH2:5][CH2:4][N:3]1[C:13]([O:12][C:9]([CH3:11])([CH3:10])[CH3:8])=[O:14]. (4) Given the reactants [CH3:1][NH2:2].[Cl:3][C:4]1[CH:12]=[C:11](F)[C:10]([N+:14]([O-:16])=[O:15])=[CH:9][C:5]=1[C:6]([OH:8])=[O:7].Cl, predict the reaction product. The product is: [Cl:3][C:4]1[CH:12]=[C:11]([NH:2][CH3:1])[C:10]([N+:14]([O-:16])=[O:15])=[CH:9][C:5]=1[C:6]([OH:8])=[O:7]. (5) The product is: [CH2:1]([O:8][C:9]1[CH:17]=[CH:16][C:12]([C:13]([Cl:23])=[O:14])=[CH:11][C:10]=1[N+:18]([O-:20])=[O:19])[C:2]1[CH:7]=[CH:6][CH:5]=[CH:4][CH:3]=1. Given the reactants [CH2:1]([O:8][C:9]1[CH:17]=[CH:16][C:12]([C:13](O)=[O:14])=[CH:11][C:10]=1[N+:18]([O-:20])=[O:19])[C:2]1[CH:7]=[CH:6][CH:5]=[CH:4][CH:3]=1.S(Cl)([Cl:23])=O, predict the reaction product. (6) Given the reactants CC(C)([O-])C.[K+].[Br:7][C:8]1[C:9]([CH3:20])=[C:10]([CH3:19])[C:11]2[O:15][CH2:14][C:13](=[O:16])[C:12]=2[C:17]=1[CH3:18].Br[CH2:22][CH2:23][O:24][CH2:25][CH2:26]Br.[Cl-].[NH4+], predict the reaction product. The product is: [Br:7][C:8]1[C:9]([CH3:20])=[C:10]([CH3:19])[C:11]2[O:15][C:14]3([CH2:26][CH2:25][O:24][CH2:23][CH2:22]3)[C:13](=[O:16])[C:12]=2[C:17]=1[CH3:18]. (7) Given the reactants [NH2:1][C:2]1[CH:24]=[CH:23][C:5]2[N:6]([C:17]3[CH:22]=[CH:21][CH:20]=[CH:19][N:18]=3)[C:7](/[CH:9]=[CH:10]/[C:11]3[CH:16]=[CH:15][CH:14]=[CH:13][CH:12]=3)=[N:8][C:4]=2[CH:3]=1.[C:25](OC(=O)C)(=[O:27])C, predict the reaction product. The product is: [CH:25]([NH:1][C:2]1[CH:24]=[CH:23][C:5]2[N:6]([C:17]3[CH:22]=[CH:21][CH:20]=[CH:19][N:18]=3)[C:7](/[CH:9]=[CH:10]/[C:11]3[CH:16]=[CH:15][CH:14]=[CH:13][CH:12]=3)=[N:8][C:4]=2[CH:3]=1)=[O:27].